From a dataset of Full USPTO retrosynthesis dataset with 1.9M reactions from patents (1976-2016). Predict the reactants needed to synthesize the given product. (1) Given the product [F:1][C:2]1[CH:3]=[C:4]([CH:33]=[CH:34][C:35]=1[F:36])[CH2:5][NH:6][C:7]([C:9]1[C:17]2[C:12](=[CH:13][C:14]([C:18]([OH:20])=[O:19])=[CH:15][CH:16]=2)[N:11]([CH2:23][C:24]2[CH:29]=[CH:28][CH:27]=[CH:26][N:25]=2)[C:10]=1[CH:30]([CH3:32])[CH3:31])=[O:8], predict the reactants needed to synthesize it. The reactants are: [F:1][C:2]1[CH:3]=[C:4]([CH:33]=[CH:34][C:35]=1[F:36])[CH2:5][NH:6][C:7]([C:9]1[C:17]2[C:12](=[CH:13][C:14]([C:18]([O:20]CC)=[O:19])=[CH:15][CH:16]=2)[N:11]([CH2:23][C:24]2[CH:29]=[CH:28][CH:27]=[CH:26][N:25]=2)[C:10]=1[CH:30]([CH3:32])[CH3:31])=[O:8].[OH-].[Na+].O. (2) Given the product [Br:39][CH2:16][CH2:15][CH2:14][CH2:13][CH2:12][CH2:11][CH2:10][CH2:9][CH2:8][CH2:7][CH2:6][S:5][CH2:4][CH2:3][C:2]([F:19])([F:18])[F:1], predict the reactants needed to synthesize it. The reactants are: [F:1][C:2]([F:19])([F:18])[CH2:3][CH2:4][S:5][CH2:6][CH2:7][CH2:8][CH2:9][CH2:10][CH2:11][CH2:12][CH2:13][CH2:14][CH2:15][CH2:16]O.C1(P(C2C=CC=CC=2)C2C=CC=CC=2)C=CC=CC=1.[Br:39]C(Br)(Br)Br.